Dataset: HIV replication inhibition screening data with 41,000+ compounds from the AIDS Antiviral Screen. Task: Binary Classification. Given a drug SMILES string, predict its activity (active/inactive) in a high-throughput screening assay against a specified biological target. (1) The drug is COCCOCc1nc(C#N)c(N)o1. The result is 0 (inactive). (2) The drug is O=C1CNS(=O)(=O)N1. The result is 0 (inactive). (3) The drug is Oc1ccc2ccccc2c1OCc1nnc(CCCCCCCCc2nnc(COc3c(O)ccc4ccccc34)o2)o1. The result is 0 (inactive).